From a dataset of Catalyst prediction with 721,799 reactions and 888 catalyst types from USPTO. Predict which catalyst facilitates the given reaction. (1) Reactant: [Cl:1][C:2]1[C:3]([F:45])=[C:4]([C@@H:8]2[C@:12]([C:15]3[CH:20]=[CH:19][C:18]([Cl:21])=[CH:17][C:16]=3[F:22])([C:13]#[N:14])[C@H:11]([CH2:23][C:24]([CH3:27])([CH3:26])[CH3:25])[NH:10][C@H:9]2[C:28](NC2C=CC(C(O)=O)=CC=2OC(F)(F)F)=[O:29])[CH:5]=[CH:6][CH:7]=1.[N:46]([C:49]1[CH:58]=[CH:57][C:52]([C:53]([O:55][CH3:56])=[O:54])=[CH:51][CH:50]=1)=[C:47]=[O:48]. Product: [CH3:56][O:55][C:53](=[O:54])[C:52]1[CH:57]=[CH:58][C:49]([N:46]2[C:28](=[O:29])[C@H:9]3[C@H:8]([C:4]4[CH:5]=[CH:6][CH:7]=[C:2]([Cl:1])[C:3]=4[F:45])[C@:12]([C:15]4[CH:20]=[CH:19][C:18]([Cl:21])=[CH:17][C:16]=4[F:22])([C:13]#[N:14])[C@H:11]([CH2:23][C:24]([CH3:27])([CH3:26])[CH3:25])[N:10]3[C:47]2=[O:48])=[CH:50][CH:51]=1. The catalyst class is: 2. (2) Reactant: [H-].[Na+].[CH2:3]([N:10]([CH2:18][C:19]1[CH:24]=[CH:23][CH:22]=[CH:21][CH:20]=1)[CH2:11][CH:12]([OH:17])[C:13]([F:16])([F:15])[F:14])[C:4]1[CH:9]=[CH:8][CH:7]=[CH:6][CH:5]=1.I[CH3:26].O. Product: [CH2:18]([N:10]([CH2:3][C:4]1[CH:5]=[CH:6][CH:7]=[CH:8][CH:9]=1)[CH2:11][CH:12]([O:17][CH3:26])[C:13]([F:16])([F:14])[F:15])[C:19]1[CH:24]=[CH:23][CH:22]=[CH:21][CH:20]=1. The catalyst class is: 3. (3) Reactant: [C:1]([O:5][C:6]([N:8]1[CH2:11][CH:10]([C:12](=[O:20])[C:13]2[CH:18]=[CH:17][C:16]([Cl:19])=[CH:15][CH:14]=2)[CH2:9]1)=[O:7])([CH3:4])([CH3:3])[CH3:2].[BH4-].[Na+].O. Product: [C:1]([O:5][C:6]([N:8]1[CH2:9][CH:10]([CH:12]([C:13]2[CH:18]=[CH:17][C:16]([Cl:19])=[CH:15][CH:14]=2)[OH:20])[CH2:11]1)=[O:7])([CH3:4])([CH3:2])[CH3:3]. The catalyst class is: 8. (4) Reactant: [N:1]([CH2:4][C@@H:5]([C:14]1[CH:23]=[CH:22][C:21]([O:24][CH2:25][C:26]2[CH:31]=[CH:30][CH:29]=[CH:28][CH:27]=2)=[C:20]2[C:15]=1[CH:16]=[CH:17][C:18](=[O:32])[NH:19]2)[O:6][Si:7]([C:10]([CH3:13])([CH3:12])[CH3:11])([CH3:9])[CH3:8])=[N+]=[N-].C1(P(C2C=CC=CC=2)C2C=CC=CC=2)C=CC=CC=1. Product: [NH2:1][CH2:4][C@@H:5]([C:14]1[CH:23]=[CH:22][C:21]([O:24][CH2:25][C:26]2[CH:31]=[CH:30][CH:29]=[CH:28][CH:27]=2)=[C:20]2[C:15]=1[CH:16]=[CH:17][C:18](=[O:32])[NH:19]2)[O:6][Si:7]([C:10]([CH3:13])([CH3:12])[CH3:11])([CH3:9])[CH3:8]. The catalyst class is: 20. (5) Reactant: [C:1]1(B(O)O)[CH:6]=[CH:5][CH:4]=[CH:3][CH:2]=1.[Br:10][C:11]1[CH:16]=[CH:15][CH:14]=[CH:13][C:12]=1[OH:17].N1C=CC=CC=1. Product: [Br:10][C:11]1[CH:16]=[CH:15][CH:14]=[CH:13][C:12]=1[O:17][C:1]1[CH:6]=[CH:5][CH:4]=[CH:3][CH:2]=1. The catalyst class is: 749. (6) Reactant: [CH2:1]([Li])[CH2:2][CH2:3][CH3:4].N1[C:10]2[N:11]=[CH:12][CH:13]=[N:14][C:9]=2N=C1.[CH3:15][N:16]([CH3:19])C=O.[C:20](=[O:23])([O-])O.[Na+].O1C[CH2:28][CH2:27][CH2:26]1. Product: [CH2:1]([N:11]1[CH2:12][CH2:13][N:14]2[C:19]([CH:20]=[O:23])=[N:16][CH:15]=[C:9]2[CH2:10]1)[C:2]1[CH:28]=[CH:27][CH:26]=[CH:4][CH:3]=1. The catalyst class is: 6.